Dataset: Full USPTO retrosynthesis dataset with 1.9M reactions from patents (1976-2016). Task: Predict the reactants needed to synthesize the given product. (1) Given the product [NH:4]1[C:5]2[C:10](=[CH:9][CH:8]=[CH:7][CH:6]=2)[C:2]([NH:1][CH2:13][CH2:14][NH2:15])=[N:3]1.[NH2:15][CH2:14][CH2:13][N:4]1[C:5]2[C:10](=[CH:9][CH:8]=[CH:7][CH:6]=2)[C:2]([NH2:1])=[N:3]1, predict the reactants needed to synthesize it. The reactants are: [NH2:1][C:2]1[C:10]2[C:5](=[CH:6][CH:7]=[CH:8][CH:9]=2)[NH:4][N:3]=1.Br.Br[CH2:13][CH2:14][NH2:15]. (2) Given the product [OH-:14].[CH3:2][N+:3]1[CH:4]=[CH:5][C:6]([N:9]2[CH2:13][CH2:12][CH2:11][CH2:10]2)=[CH:7][CH:8]=1, predict the reactants needed to synthesize it. The reactants are: [I-].[CH3:2][N+:3]1[CH:8]=[CH:7][C:6]([N:9]2[CH2:13][CH2:12][CH2:11][CH2:10]2)=[CH:5][CH:4]=1.[OH-:14]. (3) Given the product [CH2:9]([C@:16]1([CH3:22])[CH2:21][N:20]([C:24]([O:26][CH3:27])=[O:25])[CH2:19][CH2:18][N:17]1[C:24]([O:26][CH3:27])=[O:25])[C:10]1[CH:15]=[CH:14][CH:13]=[CH:12][CH:11]=1, predict the reactants needed to synthesize it. The reactants are: C(N(CC)C(C)C)C.[CH2:9]([C@:16]1([CH3:22])[CH2:21][NH:20][CH2:19][CH2:18][NH:17]1)[C:10]1[CH:15]=[CH:14][CH:13]=[CH:12][CH:11]=1.Cl[C:24]([O:26][CH3:27])=[O:25]. (4) Given the product [Cl:11][C:12]1[CH:13]=[CH:14][C:15]([N:30]2[C:31]([CH:35]=[C:36]([O:40][CH3:39])[CH3:38])=[CH:32][CH:33]=[C:34]2[CH:8]=[O:9])=[C:16]([C:18](=[O:19])[C:20]2[CH:25]=[CH:24][CH:23]=[C:22]([O:26][CH3:27])[C:21]=2[O:28][CH3:29])[CH:17]=1, predict the reactants needed to synthesize it. The reactants are: P(Cl)(Cl)(Cl)=O.CN(C)[CH:8]=[O:9].[Cl:11][C:12]1[CH:13]=[CH:14][C:15]([N:30]2[CH:34]=[CH:33][CH:32]=[C:31]2[CH:35]=[C:36]([CH3:38])C)=[C:16]([C:18]([C:20]2[CH:25]=[CH:24][CH:23]=[C:22]([O:26][CH3:27])[C:21]=2[O:28][CH3:29])=[O:19])[CH:17]=1.[C:39](=O)(O)[O-:40].[Na+].